This data is from Full USPTO retrosynthesis dataset with 1.9M reactions from patents (1976-2016). The task is: Predict the reactants needed to synthesize the given product. (1) Given the product [Cl:48][C:49]1[CH:59]=[C:58]([O:60][CH2:61][CH:62]=[C:63]([Cl:65])[Cl:64])[CH:57]=[C:56]([Cl:66])[C:50]=1[O:51][CH2:52][CH2:53][CH2:54][O:34][C:35]1[CH:36]=[CH:37][C:38]([CH:41]2[CH2:46][CH2:45][CH2:44][C:43](=[O:47])[CH2:42]2)=[CH:39][CH:40]=1, predict the reactants needed to synthesize it. The reactants are: C(OC(N=NC(OC(C)C)=O)=O)(C)C.C1(P(C2C=CC=CC=2)C2C=CC=CC=2)C=CC=CC=1.[OH:34][C:35]1[CH:40]=[CH:39][C:38]([CH:41]2[CH2:46][CH2:45][CH2:44][C:43](=[O:47])[CH2:42]2)=[CH:37][CH:36]=1.[Cl:48][C:49]1[CH:59]=[C:58]([O:60][CH2:61][CH:62]=[C:63]([Cl:65])[Cl:64])[CH:57]=[C:56]([Cl:66])[C:50]=1[O:51][CH2:52][CH2:53][CH2:54]O. (2) Given the product [Cl:6][C:7]1[CH:16]=[CH:15][C:10]2[S:11][C:12]([C:18]([O:20][CH2:21][CH3:22])=[O:19])=[C:13]([CH3:14])[C:9]=2[CH:8]=1, predict the reactants needed to synthesize it. The reactants are: C([Li])CCC.[Cl:6][C:7]1[CH:16]=[CH:15][C:10]2[S:11][CH:12]=[C:13]([CH3:14])[C:9]=2[CH:8]=1.Cl[C:18]([O:20][CH2:21][CH3:22])=[O:19].O. (3) Given the product [O:1]=[C:2]1[NH:6][C:5]2[S:7][C:8]([C:10]([O:12][C:13]([CH3:16])([CH3:15])[CH3:14])=[O:11])=[CH:9][C:4]=2/[C:3]/1=[CH:22]/[C:18]1[NH:17][CH:21]=[CH:20][CH:19]=1, predict the reactants needed to synthesize it. The reactants are: [O:1]=[C:2]1[NH:6][C:5]2[S:7][C:8]([C:10]([O:12][C:13]([CH3:16])([CH3:15])[CH3:14])=[O:11])=[CH:9][C:4]=2[CH2:3]1.[NH:17]1[CH:21]=[CH:20][CH:19]=[C:18]1[CH:22]=O. (4) Given the product [CH:1]1([C:7]2[CH:8]=[CH:9][C:10]([C:13]3[CH:18]=[CH:17][C:16]([CH2:19][C:20]4[N:21]([C:34]5[CH:39]=[CH:38][C:37]([N+:40]([O-:42])=[O:41])=[CH:36][C:35]=5[CH3:43])[CH:22]=[C:23]([C:25]5[CH:30]=[CH:29][C:28]([Cl:31])=[CH:27][C:26]=5[Cl:32])[N:24]=4)=[CH:15][CH:14]=3)=[CH:11][CH:12]=2)[CH2:2][CH2:3][CH2:4][CH2:5][CH2:6]1, predict the reactants needed to synthesize it. The reactants are: [CH:1]1([C:7]2[CH:12]=[CH:11][C:10]([C:13]3[CH:18]=[CH:17][C:16]([CH2:19][C:20]4[NH:21][CH:22]=[C:23]([C:25]5[CH:30]=[CH:29][C:28]([Cl:31])=[CH:27][C:26]=5[Cl:32])[N:24]=4)=[CH:15][CH:14]=3)=[CH:9][CH:8]=2)[CH2:6][CH2:5][CH2:4][CH2:3][CH2:2]1.F[C:34]1[CH:39]=[CH:38][C:37]([N+:40]([O-:42])=[O:41])=[CH:36][C:35]=1[CH3:43].